This data is from Peptide-MHC class I binding affinity with 185,985 pairs from IEDB/IMGT. The task is: Regression. Given a peptide amino acid sequence and an MHC pseudo amino acid sequence, predict their binding affinity value. This is MHC class I binding data. (1) The binding affinity (normalized) is 0.464. The MHC is HLA-A03:02 with pseudo-sequence HLA-A03:02. The peptide sequence is FKDLFVVYR. (2) The peptide sequence is DLMGVPYCNY. The MHC is HLA-A26:01 with pseudo-sequence HLA-A26:01. The binding affinity (normalized) is 0.529. (3) The peptide sequence is YQLWTALVSL. The MHC is HLA-B15:01 with pseudo-sequence HLA-B15:01. The binding affinity (normalized) is 0.514. (4) The MHC is Patr-A0301 with pseudo-sequence Patr-A0301. The peptide sequence is IFSRIGDPAL. The binding affinity (normalized) is 0.0932. (5) The binding affinity (normalized) is 0.0278. The peptide sequence is NAPTWIDI. The MHC is H-2-Dd with pseudo-sequence H-2-Dd.